From a dataset of Reaction yield outcomes from USPTO patents with 853,638 reactions. Predict the reaction yield, written as a fraction of the theoretical maximum amount of product (1.0 means a 100% yield; for example, 0.34 means a 34% yield). (1) The reactants are FC(F)(F)C(O)=O.[S:8]1[C:12]([CH:13]([C:15]2[O:19][C:18]([CH3:20])=[C:17]([CH3:21])[CH:16]=2)O)=[CH:11][C:10]2[CH:22]=[CH:23][CH:24]=[CH:25][C:9]1=2.[BH4-].[Na+]. The catalyst is C(=S)=S. The product is [S:8]1[C:12]([CH2:13][C:15]2[O:19][C:18]([CH3:20])=[C:17]([CH3:21])[CH:16]=2)=[CH:11][C:10]2[CH:22]=[CH:23][CH:24]=[CH:25][C:9]1=2. The yield is 0.420. (2) The yield is 0.980. The product is [ClH:13].[Br:1][C:2]1[CH:8]=[CH:7][C:5]([NH2:6])=[CH:4][C:3]=1[C:9]([F:10])([F:11])[F:12]. The reactants are [Br:1][C:2]1[CH:8]=[CH:7][C:5]([NH2:6])=[CH:4][C:3]=1[C:9]([F:12])([F:11])[F:10].[ClH:13]. The catalyst is CCOCC. (3) The yield is 0.220. The product is [Cl:1][C:2]1[CH:3]=[C:4]([CH2:5][OH:6])[CH:9]=[C:10]([Cl:29])[C:11]=1[C:12]([C:14]1[C:22]2[C:17](=[C:18]([NH:23][C:24]([CH:26]3[CH2:28][CH2:27]3)=[O:25])[N:19]=[CH:20][CH:21]=2)[NH:16][CH:15]=1)=[O:13]. The reactants are [Cl:1][C:2]1[CH:3]=[C:4]([CH:9]=[C:10]([Cl:29])[C:11]=1[C:12]([C:14]1[C:22]2[C:17](=[C:18]([NH:23][C:24]([CH:26]3[CH2:28][CH2:27]3)=[O:25])[N:19]=[CH:20][CH:21]=2)[NH:16][CH:15]=1)=[O:13])[C:5](OC)=[O:6].[BH4-].[Na+]. The catalyst is O1CCOCC1.O. (4) The reactants are [ClH:1].[CH3:2][O:3][C:4]1[N:9]=[C:8](/[CH:10]=[CH:11]/[C:12]([NH:14][NH:15]C(OC(C)(C)C)=O)=[O:13])[CH:7]=[CH:6][C:5]=1[N:23]1[CH:27]=[C:26]([CH3:28])[N:25]=[CH:24]1.C(O)CCC.CC(OC)(C)C. The catalyst is CO. The product is [ClH:1].[ClH:1].[CH3:2][O:3][C:4]1[N:9]=[C:8](/[CH:10]=[CH:11]/[C:12]([NH:14][NH2:15])=[O:13])[CH:7]=[CH:6][C:5]=1[N:23]1[CH:27]=[C:26]([CH3:28])[N:25]=[CH:24]1. The yield is 0.782. (5) The reactants are O=[C:2]1[C:10]2[C:5](=[CH:6][C:7]([C:11]([O:13][CH3:14])=[O:12])=[CH:8][CH:9]=2)[CH2:4][CH2:3]1.[Si:15]([O:22][NH2:23])([C:18]([CH3:21])([CH3:20])[CH3:19])([CH3:17])[CH3:16].C1(C)C(S(O)(=O)=O)=CC=CC=1. The catalyst is C1(C)C=CC=CC=1. The product is [Si:15]([O:22][N:23]=[C:2]1[C:10]2[C:5](=[CH:6][C:7]([C:11]([O:13][CH3:14])=[O:12])=[CH:8][CH:9]=2)[CH2:4][CH2:3]1)([C:18]([CH3:21])([CH3:20])[CH3:19])([CH3:17])[CH3:16]. The yield is 0.910. (6) The reactants are C([Li])CCC.Br[C:7]1[CH:8]=[N:9][CH:10]=[N:11][CH:12]=1.[Br:13][C:14]1[CH:15]=[C:16]([C:21]([C:29]2[CH:34]=[CH:33][CH:32]=[C:31]([F:35])[C:30]=2[C:36]#[N:37])=[N:22]S(C(C)(C)C)=O)[CH:17]=[CH:18][C:19]=1[F:20].Cl. The catalyst is C1COCC1. The product is [Br:13][C:14]1[CH:15]=[C:16]([C:21]2([C:7]3[CH:8]=[N:9][CH:10]=[N:11][CH:12]=3)[C:29]3[C:30](=[C:31]([F:35])[CH:32]=[CH:33][CH:34]=3)[C:36]([NH2:37])=[N:22]2)[CH:17]=[CH:18][C:19]=1[F:20]. The yield is 0.560. (7) The reactants are [Cl:1][C:2]1[CH:23]=[C:22]([C:24]([NH:26][CH2:27][C:28]2[CH:36]=[CH:35][CH:34]=[C:33]3[C:29]=2[CH:30]=[N:31][N:32]3C2CCCCO2)=[O:25])[CH:21]=[CH:20][C:3]=1[C:4]([NH:6][C@H:7]([C:17]([OH:19])=[O:18])[CH2:8][NH:9][C:10]([C:12]1[S:13][CH:14]=[CH:15][CH:16]=1)=[O:11])=[O:5].[CH3:43]O. The catalyst is Cl. The product is [Cl:1][C:2]1[CH:23]=[C:22]([C:24]([NH:26][CH2:27][C:28]2[CH:36]=[CH:35][CH:34]=[C:33]3[C:29]=2[CH:30]=[N:31][NH:32]3)=[O:25])[CH:21]=[CH:20][C:3]=1[C:4]([NH:6][C@H:7]([C:17]([OH:19])=[O:18])[CH2:8][NH:9][C:10]([C:12]1[S:13][CH:14]=[CH:15][CH:16]=1)=[O:11])=[O:5].[Cl:1][C:2]1[CH:23]=[C:22]([C:24]([NH:26][CH2:27][C:28]2[CH:36]=[CH:35][CH:34]=[C:33]3[C:29]=2[CH:30]=[N:31][NH:32]3)=[O:25])[CH:21]=[CH:20][C:3]=1[C:4]([NH:6][C@H:7]([C:17]([O:19][CH3:43])=[O:18])[CH2:8][NH:9][C:10]([C:12]1[S:13][CH:14]=[CH:15][CH:16]=1)=[O:11])=[O:5]. The yield is 0.260.